The task is: Predict which catalyst facilitates the given reaction.. This data is from Catalyst prediction with 721,799 reactions and 888 catalyst types from USPTO. (1) Reactant: C[Si]([N-][Si](C)(C)C)(C)C.[Na+].[CH2:11]([NH:13][C:14](=[O:25])[C:15]1[CH:20]=[CH:19][CH:18]=[CH:17][C:16]=1[Si:21]([CH3:24])([CH3:23])[CH3:22])[CH3:12].[CH3:26][O:27][CH2:28]Cl. Product: [CH2:11]([N:13]([CH2:26][O:27][CH3:28])[C:14](=[O:25])[C:15]1[CH:20]=[CH:19][CH:18]=[CH:17][C:16]=1[Si:21]([CH3:24])([CH3:23])[CH3:22])[CH3:12]. The catalyst class is: 1. (2) Reactant: [NH2:1][N:2]1[C:10](=[O:11])[C:9]2[C:4](=[CH:5][CH:6]=[CH:7][CH:8]=2)[C:3]1=[O:12].Br[CH2:14][C:15]([O:17][CH2:18][CH3:19])=[O:16].C([O-])([O-])=O.[K+].[K+]. Product: [CH2:18]([O:17][C:15](=[O:16])[CH2:14][NH:1][N:2]1[C:10](=[O:11])[C:9]2[C:4](=[CH:5][CH:6]=[CH:7][CH:8]=2)[C:3]1=[O:12])[CH3:19]. The catalyst class is: 44. (3) Reactant: [S:1]1[CH:5]=[CH:4][N:3]=[C:2]1[CH:6]([O:13][C:14]1[CH:15]=[CH:16][C:17]([CH2:23][CH2:24][C:25]2[CH:30]=[CH:29][C:28]([F:31])=[CH:27][CH:26]=2)=[C:18]([CH:22]=1)[C:19](O)=[O:20])[CH2:7][N:8]1[CH:12]=[CH:11][N:10]=[CH:9]1.Cl.[CH3:33][O:34][C:35](=[O:42])[C@H:36]([CH2:38][CH2:39][S:40][CH3:41])[NH2:37].CCN=C=NCCCN(C)C.Cl. Product: [S:1]1[CH:5]=[CH:4][N:3]=[C:2]1[CH:6]([O:13][C:14]1[CH:15]=[CH:16][C:17]([CH2:23][CH2:24][C:25]2[CH:26]=[CH:27][C:28]([F:31])=[CH:29][CH:30]=2)=[C:18]([CH:22]=1)[C:19]([NH:37][C@@H:36]([CH2:38][CH2:39][S:40][CH3:41])[C:35]([O:34][CH3:33])=[O:42])=[O:20])[CH2:7][N:8]1[CH:12]=[CH:11][N:10]=[CH:9]1. The catalyst class is: 166. (4) Reactant: [CH2:1]([O:3][C:4](=[O:9])[CH2:5][C:6]([O-:8])=O)[CH3:2].[K+].C(N(CC)CC)C.[Cl-].[Mg+2].[Cl-].[F:21][C:22]1[C:27](C(Cl)=O)=[CH:26][CH:25]=[CH:24][N:23]=1. Product: [F:21][C:22]1[C:27]([C:6](=[O:8])[CH2:5][C:4]([O:3][CH2:1][CH3:2])=[O:9])=[CH:26][CH:25]=[CH:24][N:23]=1. The catalyst class is: 10. (5) Reactant: [SH2:1].[Na].[CH2:3]([CH2:17][C:18]([NH:20][CH:21]([CH2:24][NH:25][C:26](=[S:42])[CH2:27][CH2:28][CH2:29][CH2:30][CH2:31][CH2:32][CH2:33][CH2:34][CH2:35][CH2:36][CH2:37][CH2:38][CH2:39][CH2:40][CH3:41])[CH2:22]I)=[S:19])[CH2:4][CH2:5][CH2:6][CH2:7][CH2:8][CH2:9][CH2:10][CH2:11][CH2:12][CH2:13][CH2:14][CH2:15][CH3:16]. Product: [CH2:3]([CH2:17][C:18]([NH:20][CH:21]([CH2:24][NH:25][C:26](=[S:42])[CH2:27][CH2:28][CH2:29][CH2:30][CH2:31][CH2:32][CH2:33][CH2:34][CH2:35][CH2:36][CH2:37][CH2:38][CH2:39][CH2:40][CH3:41])[CH2:22][SH:1])=[S:19])[CH2:4][CH2:5][CH2:6][CH2:7][CH2:8][CH2:9][CH2:10][CH2:11][CH2:12][CH2:13][CH2:14][CH2:15][CH3:16]. The catalyst class is: 21. (6) Reactant: F[B-](F)(F)F.[NH4+].[Br:7][C:8]1[CH:14]=[CH:13][C:11]([NH2:12])=[C:10]([CH3:15])[CH:9]=1.Cl.[N:17]([O-])=O.[Na+].C1OCCOCCOCCOCCOCCOC1. Product: [Br:7][C:8]1[CH:9]=[C:10]2[C:11](=[CH:13][CH:14]=1)[NH:12][N:17]=[CH:15]2. The catalyst class is: 15.